This data is from Full USPTO retrosynthesis dataset with 1.9M reactions from patents (1976-2016). The task is: Predict the reactants needed to synthesize the given product. (1) Given the product [C:10]([C:12]1[CH:13]=[C:14]2[C:18](=[CH:19][CH:20]=1)[N:17]([CH2:2][C:3]([O:5][C:6]([CH3:9])([CH3:8])[CH3:7])=[O:4])[CH:16]=[CH:15]2)#[N:11], predict the reactants needed to synthesize it. The reactants are: Br[CH2:2][C:3]([O:5][C:6]([CH3:9])([CH3:8])[CH3:7])=[O:4].[C:10]([C:12]1[CH:13]=[C:14]2[C:18](=[CH:19][CH:20]=1)[NH:17][CH:16]=[CH:15]2)#[N:11].C([O-])([O-])=O.[K+].[K+]. (2) Given the product [CH2:22]([O:24][NH:25][C:3]([C@@H:5]1[O:9][C:8](=[O:10])[N:7]([C:11]2[CH:20]=[CH:19][C:14]3[C:15]([CH3:18])=[N:16][O:17][C:13]=3[CH:12]=2)[CH2:6]1)=[O:4])[CH3:23], predict the reactants needed to synthesize it. The reactants are: CO[C:3]([C@@H:5]1[O:9][C:8](=[O:10])[N:7]([C:11]2[CH:20]=[CH:19][C:14]3[C:15]([CH3:18])=[N:16][O:17][C:13]=3[CH:12]=2)[CH2:6]1)=[O:4].Cl.[CH2:22]([O:24][NH2:25])[CH3:23].N1C=CC=CC=1.O.